From a dataset of Full USPTO retrosynthesis dataset with 1.9M reactions from patents (1976-2016). Predict the reactants needed to synthesize the given product. (1) The reactants are: [Cl:1][C:2]1[CH:27]=[CH:26][C:5]([O:6][CH2:7][C:8]([N:10]2[CH2:15][C@H:14]([CH3:16])[N:13]([CH2:17][C:18]3[CH:23]=[CH:22][C:21]([F:24])=[CH:20][CH:19]=3)[CH2:12][C@H:11]2[CH3:25])=[O:9])=[C:4]([CH2:28]Cl)[CH:3]=1.[CH3:30][P:31]([O:35]CC)[O:32][CH2:33][CH3:34]. Given the product [CH2:33]([O:32][P:31]([CH2:28][C:4]1[CH:3]=[C:2]([Cl:1])[CH:27]=[CH:26][C:5]=1[O:6][CH2:7][C:8]([N:10]1[CH2:15][C@H:14]([CH3:16])[N:13]([CH2:17][C:18]2[CH:23]=[CH:22][C:21]([F:24])=[CH:20][CH:19]=2)[CH2:12][C@H:11]1[CH3:25])=[O:9])([CH3:30])=[O:35])[CH3:34], predict the reactants needed to synthesize it. (2) The reactants are: [BH4-].[Na+].[CH3:3][C@H:4]1[CH2:13][C:12](=[O:14])[CH2:11][C:6]2([CH2:10][CH2:9][CH2:8][CH2:7]2)[C@H:5]1[C:15]([O:17][CH2:18][CH3:19])=[O:16].Cl. Given the product [OH:14][C@@H:12]1[CH2:11][C:6]2([CH2:7][CH2:8][CH2:9][CH2:10]2)[C@@H:5]([C:15]([O:17][CH2:18][CH3:19])=[O:16])[C@@H:4]([CH3:3])[CH2:13]1.[OH:14][C@H:12]1[CH2:11][C:6]2([CH2:7][CH2:8][CH2:9][CH2:10]2)[C@@H:5]([C:15]([O:17][CH2:18][CH3:19])=[O:16])[C@@H:4]([CH3:3])[CH2:13]1, predict the reactants needed to synthesize it. (3) Given the product [CH2:1]([O:3][C:4](=[O:13])[CH:5]1[O:12][CH:6]1[C:7]([OH:9])=[O:8])[CH3:2], predict the reactants needed to synthesize it. The reactants are: [CH2:1]([O:3][C:4](=[O:13])[C@H:5]1[O:12][C@@H:6]1[C:7]([O:9]CC)=[O:8])[CH3:2].C(OC(=O)C1OC1C(OCC)=O)C.